This data is from Forward reaction prediction with 1.9M reactions from USPTO patents (1976-2016). The task is: Predict the product of the given reaction. Given the reactants [NH2:1][C@@H:2]([C:28]1[CH:33]=[CH:32][CH:31]=[CH:30][CH:29]=1)[C:3]([N:5]([C:18]1[CH:23]=[CH:22][C:21]([O:24][CH3:25])=[C:20]([O:26][CH3:27])[CH:19]=1)[CH2:6][CH2:7][C:8]1[CH:13]=[CH:12][C:11]([C:14]([F:17])([F:16])[F:15])=[CH:10][CH:9]=1)=[O:4].[O:34]1[CH2:37][C:36](=O)[CH2:35]1.C(O[BH-](OC(=O)C)OC(=O)C)(=O)C.[Na+].C(O)(=O)C, predict the reaction product. The product is: [CH3:27][O:26][C:20]1[CH:19]=[C:18]([N:5]([CH2:6][CH2:7][C:8]2[CH:9]=[CH:10][C:11]([C:14]([F:17])([F:16])[F:15])=[CH:12][CH:13]=2)[C:3](=[O:4])[C@@H:2]([NH:1][CH:36]2[CH2:37][O:34][CH2:35]2)[C:28]2[CH:29]=[CH:30][CH:31]=[CH:32][CH:33]=2)[CH:23]=[CH:22][C:21]=1[O:24][CH3:25].